From a dataset of Drug-target binding data from BindingDB using IC50 measurements. Regression. Given a target protein amino acid sequence and a drug SMILES string, predict the binding affinity score between them. We predict pIC50 (pIC50 = -log10(IC50 in M); higher means more potent). Dataset: bindingdb_ic50. (1) The target protein sequence is MLQKKPYNGLHEKELNQINQQDGSPCVAISAPGCFIKGSNLFSEKRAGNRVRFFTTGRDYFSDLASALDSASSSIFITGWQVNYDVLLDGRRSLWQCLRQALERSPALKVYVMPWLSPSGSLGTYDFETMLAVFQLNAGLEGGARAFCTPAIQQSDMQGLGVAFSHHQKSVVIDNRIGYVGGIDLAYGRRDDNDFSLDASGRRGNDAYNPGLPHLGWMAEDEHVSSMGLMMATLFDLSRPLASLTLHAPTLRLSPFPHIAASDEPLLSIPLAPSRARALNGGAYLSDLFRSPMLPSLQWLGRAYNSSKEGLDEGFERLDALRRQMVASSIRAIANLIADNLDALPIEPELERRLRAWLEELRTAALNLPEALRIKSLLLINQWMSETELGQVLTLISGKGFEDIPQNLSGKAGELAGSLFWTLHRLLQARAGGHQQPYRYLDEAPQPLASPDNARLAADQPRMPWQDVHCRIEGPSVYDLARNFIDRWNGQQAYLAKTPA.... The small molecule is Oc1ccc(-c2c(-c3cccc(O)c3)sc3ccccc23)cc1. The pIC50 is 5.7. (2) The compound is C/C=C/C1=CC2=CC(=O)[C@@](C)(O)[C@@H](OC(=O)c3c(C)cc(O)cc3O)[C@@H]2CO1. The target protein (Q6R3M4) has sequence MEPLHAGAAGSSRAVCSQGPPTQISSSRVIVHVDLDCFYAQVEMISNPELKDRPLGVQQKYLVVTCNYEARKLGVRKLMNVRDAKEKCPQLVLVNGEDLSRYREMSYKVTELLEEFSPAVERLGFDENFVDLTEMVEKRLQQLPSEEVPSVTVFGHVYNNQSVNLHNIMHRRLVVGSQIAAEMREAMYNQLGLTGCAGVAPNKLLAKLVSGVFKPNQQTVLLPESCQHLIHSLNHIKEIPGIGYKTAKRLEVLGINSVHDLQTFPIKTLEKELGIAIAQRIQQLSFGEDKSPVTPSGPPQSFSEEDTFKKCSSEVEAKAKIEELLSSLLTRVCQDGRKPHTVRLVIRRYSDKHCNRESRQCPIPSHVIQKLGTGNHDSMPPLIDILMKLFRNMVNVKMPFHLTLMSVCFCNLKALSSAKKGPMDCYLTSLSTPAYTDKRAFKVKDTHTEDSHKEKEANWDCLPSRRIESTGTGESPLDATCFPKEKDTSDLPLQALPEGV.... The pIC50 is 4.2. (3) The compound is COC(=O)[C@H]1CC[C@H]2[C@@H]3CCC4=CC(=O)CC[C@]4(C)[C@H]3CC[C@]12C. The target protein (P15207) has sequence MEVQLGLGRVYPRPPSKTYRGAFQNLFQSVREAIQNPGPRHPEAASIAPPGACLQQRQETSPRRRRRQQHPEDGSPQAHIRGTTGYLALEEEQQPSQQQSASEGHPESGCLPEPGAATAPGKGLPQQPPAPPDQDDSAAPSTLSLLGPTFPGLSSCSADIKDILSEAGTMQLLQQQQQQQQQQQQQQQQQQQQQQEVISEGSSSVRAREATGAPSSSKDSYLGGNSTISDSAKELCKAVSVSMGLGVEALEHLSPGEQLRGDCMYASLLGGPPAVRPTPCAPLAECKGLSLDEGPGKGTEETAEYSSFKGGYAKGLEGESLGCSGSSEAGSSGTLEIPSSLSLYKSGAVDEAAAYQNRDYYNFPLALSGPPHPPPPTHPHARIKLENPSDYGSAWAAAAAQCRYGDLASLHGGSVAGPSTGSPPATASSSWHTLFTAEEGQLYGPGGGGGSSSPSDAGPVAPYGYTRPPQGLASQEGDFSASEVWYPGGVVNRVPYPSPS.... The pIC50 is 6.8. (4) The drug is Cc1csc2nc([C@H](C)NC(=O)/C=C/c3ccc([N+](=O)[O-])s3)oc(=O)c12. The target protein (P24433) has sequence MSKVWVGGFLCVYGEEPSEECLALPRDTVQKELGSGNIPLPLNINHNEKATIGMVRGLFDLEHGLFCVAQIQSQTFMDIIRNIAGKSKLITAGSVIEPLPPDPEIECLSSSFPGLSLSSKVLQDENLDGKPFFHHVSVCGVGRRPGTIAIFGREISWILDRFSCISESEKRQVLEGVNVYSQGFDENLFSADLYDLLADSLDTSYIRKRFPKLQLDKQLCGLSKCTYIKASEPPVEIIVAATKVAGDQVQLTTEPGSELAVETCDVPVVHGNYDAVESATATTAMSNQNLPNTTPLLSSPPFSDCVFLPKDAFFSLLNVTTGQQPKIVPPVSVHPPVTEQYQMLPYSESAAKIAEHESNRYHSPCQAMYPYWQYSPVPQYPAALHGYRQSKTLKKRHFQSDSEDELSFPGDPEYTKKRRRHRVDNDDDKEMAREKNDLRELVDMIGMLRQEISALKHVRAQSPQRHIVPMETLPTIEEKGAASPKPSILNASLAPETVNR.... The pIC50 is 7.3.